From a dataset of NCI-60 drug combinations with 297,098 pairs across 59 cell lines. Regression. Given two drug SMILES strings and cell line genomic features, predict the synergy score measuring deviation from expected non-interaction effect. (1) Drug 1: CC12CCC3C(C1CCC2O)C(CC4=C3C=CC(=C4)O)CCCCCCCCCS(=O)CCCC(C(F)(F)F)(F)F. Drug 2: N.N.Cl[Pt+2]Cl. Cell line: LOX IMVI. Synergy scores: CSS=52.2, Synergy_ZIP=-3.05, Synergy_Bliss=0.622, Synergy_Loewe=0.853, Synergy_HSA=5.14. (2) Drug 1: CC1=C(C(=O)C2=C(C1=O)N3CC4C(C3(C2COC(=O)N)OC)N4)N. Drug 2: CS(=O)(=O)CCNCC1=CC=C(O1)C2=CC3=C(C=C2)N=CN=C3NC4=CC(=C(C=C4)OCC5=CC(=CC=C5)F)Cl. Cell line: SK-OV-3. Synergy scores: CSS=48.3, Synergy_ZIP=-4.49, Synergy_Bliss=-5.28, Synergy_Loewe=-0.742, Synergy_HSA=2.66. (3) Drug 1: CC=C1C(=O)NC(C(=O)OC2CC(=O)NC(C(=O)NC(CSSCCC=C2)C(=O)N1)C(C)C)C(C)C. Drug 2: C1CN(CCN1C(=O)CCBr)C(=O)CCBr. Cell line: RPMI-8226. Synergy scores: CSS=77.0, Synergy_ZIP=-0.900, Synergy_Bliss=6.01, Synergy_Loewe=-3.52, Synergy_HSA=5.62. (4) Drug 1: C1=CC=C(C(=C1)C(C2=CC=C(C=C2)Cl)C(Cl)Cl)Cl. Drug 2: CC1C(C(CC(O1)OC2CC(CC3=C2C(=C4C(=C3O)C(=O)C5=C(C4=O)C(=CC=C5)OC)O)(C(=O)CO)O)N)O.Cl. Cell line: HCC-2998. Synergy scores: CSS=51.6, Synergy_ZIP=2.30, Synergy_Bliss=2.57, Synergy_Loewe=-7.03, Synergy_HSA=5.26. (5) Drug 1: CN(C)N=NC1=C(NC=N1)C(=O)N. Drug 2: C(CCl)NC(=O)N(CCCl)N=O. Cell line: NCI-H460. Synergy scores: CSS=22.0, Synergy_ZIP=-6.62, Synergy_Bliss=-0.194, Synergy_Loewe=0.494, Synergy_HSA=0.528. (6) Drug 1: C1CCC(C1)C(CC#N)N2C=C(C=N2)C3=C4C=CNC4=NC=N3. Drug 2: CCC1(CC2CC(C3=C(CCN(C2)C1)C4=CC=CC=C4N3)(C5=C(C=C6C(=C5)C78CCN9C7C(C=CC9)(C(C(C8N6C)(C(=O)OC)O)OC(=O)C)CC)OC)C(=O)OC)O.OS(=O)(=O)O. Cell line: BT-549. Synergy scores: CSS=15.8, Synergy_ZIP=0.406, Synergy_Bliss=1.64, Synergy_Loewe=-44.8, Synergy_HSA=-0.677.